From a dataset of Full USPTO retrosynthesis dataset with 1.9M reactions from patents (1976-2016). Predict the reactants needed to synthesize the given product. (1) Given the product [NH2:15][C:7]1[C:6]([OH:18])=[C:5]([C:1]([CH3:3])([CH3:2])[CH3:4])[CH:10]=[C:9]([C:11]([CH3:14])([CH3:13])[CH3:12])[CH:8]=1, predict the reactants needed to synthesize it. The reactants are: [C:1]([C:5]1[CH:10]=[C:9]([C:11]([CH3:14])([CH3:13])[CH3:12])[CH:8]=[C:7]([N+:15]([O-])=O)[C:6]=1[OH:18])([CH3:4])([CH3:3])[CH3:2].O.O.Cl[Sn]Cl.C([O-])(O)=O.[Na+]. (2) Given the product [CH2:1]([C:8]1([C:11](=[O:13])[CH2:21][OH:20])[CH2:9][CH2:10]1)[C:2]1[CH:3]=[CH:4][CH:5]=[CH:6][CH:7]=1, predict the reactants needed to synthesize it. The reactants are: [CH2:1]([C:8]1([C:11]([OH:13])=O)[CH2:10][CH2:9]1)[C:2]1[CH:7]=[CH:6][CH:5]=[CH:4][CH:3]=1.S(Cl)(Cl)=O.C[Si](C)(C)[O:20][CH:21](O[Si](C)(C)C)CO[Si](C)(C)C. (3) Given the product [C:10]([NH:13][C:14]1[CH:21]=[CH:20][C:17]([CH:18]=[N:1][NH:2][C:3]([NH2:5])=[S:4])=[C:16]([F:22])[CH:15]=1)(=[O:12])[CH3:11], predict the reactants needed to synthesize it. The reactants are: [NH2:1][NH:2][C:3]([NH2:5])=[S:4].C(O)(=O)C.[C:10]([NH:13][C:14]1[CH:21]=[CH:20][C:17]([CH:18]=O)=[C:16]([F:22])[CH:15]=1)(=[O:12])[CH3:11]. (4) Given the product [CH3:1][CH2:2][CH2:3][CH2:4][CH2:5][CH2:6][CH2:7][CH2:8]/[CH:9]=[CH:10]\[CH2:11][CH2:12][CH2:13][CH2:14][CH2:15][CH2:16][CH2:17][C:18]([O:20][CH2:21][C@@H:22]([O:35][C:36]([CH2:38][CH2:39][CH2:40][CH2:41][CH2:42][CH2:43][CH2:44]/[CH:45]=[CH:46]\[CH2:47][CH2:48][CH2:49][CH2:50][CH2:51][CH2:52][CH2:53][CH3:54])=[O:37])[CH2:23][O:24][P:25]([O:28][CH2:29][CH2:30][N+:31]([CH3:34])([CH3:32])[CH3:33])([O-:27])=[O:26])=[O:19], predict the reactants needed to synthesize it. The reactants are: [CH3:1][CH2:2][CH2:3][CH2:4][CH2:5][CH2:6][CH2:7][CH2:8]/[CH:9]=[CH:10]\[CH2:11][CH2:12][CH2:13][CH2:14][CH2:15][CH2:16][CH2:17][C:18]([O:20][CH2:21][C@@H:22]([O:35][C:36]([CH2:38][CH2:39][CH2:40][CH2:41][CH2:42][CH2:43][CH2:44]/[CH:45]=[CH:46]\[CH2:47][CH2:48][CH2:49][CH2:50][CH2:51][CH2:52][CH2:53][CH3:54])=[O:37])[CH2:23][O:24][P:25]([O:28][CH2:29][CH2:30][N+:31]([CH3:34])([CH3:33])[CH3:32])([O-:27])=[O:26])=[O:19].CCCCCCCCCCCCCCCC(OC[C@@H](OC(CCCCCCC/C=C\CCCCCCCC)=O)COP([O-])(O)=O)=O.[Na+].C(NCCOP(O)(=O)OC[C@H](OC(=O)CCCCCCCCCCCCCCC)COC(=O)CCCCCCCCCCCCCCC)(=O)CCCC[C@H]1[C@@H]2[C@@H](NC(N2)=O)CS1. (5) The reactants are: [S:1]1[C:5]2[CH:6]=[CH:7][CH:8]=[CH:9][C:4]=2[N:3]=[C:2]1[NH:10][C:11]([C:13]1[CH:14]=[CH:15][CH:16]=[C:17]2[C:22]=1[CH2:21][N:20]([C:23]1[N:28]=[C:27]([C:29]([O:31][C:32]([CH3:35])([CH3:34])[CH3:33])=[O:30])[C:26](Br)=[CH:25][CH:24]=1)[CH2:19][CH2:18]2)=[O:12].[CH2:37]([N:44]1[CH:48]=[C:47](B2OC(C)(C)C(C)(C)O2)[CH:46]=[N:45]1)[C:38]1[CH:43]=[CH:42][CH:41]=[CH:40][CH:39]=1.[F-].[Cs+]. Given the product [S:1]1[C:5]2[CH:6]=[CH:7][CH:8]=[CH:9][C:4]=2[N:3]=[C:2]1[NH:10][C:11]([C:13]1[CH:14]=[CH:15][CH:16]=[C:17]2[C:22]=1[CH2:21][N:20]([C:23]1[N:28]=[C:27]([C:29]([O:31][C:32]([CH3:35])([CH3:34])[CH3:33])=[O:30])[C:26]([C:47]3[CH:46]=[N:45][N:44]([CH2:37][C:38]4[CH:43]=[CH:42][CH:41]=[CH:40][CH:39]=4)[CH:48]=3)=[CH:25][CH:24]=1)[CH2:19][CH2:18]2)=[O:12], predict the reactants needed to synthesize it. (6) Given the product [CH2:1]([O:19][C@H:20]1[C@H:24]([O:25][CH2:26][CH2:27][CH2:28][CH2:29][CH2:30][CH2:31][CH2:32][CH2:33]/[CH:34]=[CH:35]\[CH2:36]/[CH:37]=[CH:38]\[CH2:39][CH2:40][CH2:41][CH2:42][CH3:43])[CH2:23][N:22]([C:53](=[O:54])[CH2:52][NH:51][C:49](=[O:50])[O:48][C:44]([CH3:45])([CH3:46])[CH3:47])[CH2:21]1)[CH2:2][CH2:3][CH2:4][CH2:5][CH2:6][CH2:7][CH2:8]/[CH:9]=[CH:10]\[CH2:11]/[CH:12]=[CH:13]\[CH2:14][CH2:15][CH2:16][CH2:17][CH3:18], predict the reactants needed to synthesize it. The reactants are: [CH2:1]([O:19][C@H:20]1[C@H:24]([O:25][CH2:26][CH2:27][CH2:28][CH2:29][CH2:30][CH2:31][CH2:32][CH2:33]/[CH:34]=[CH:35]\[CH2:36]/[CH:37]=[CH:38]\[CH2:39][CH2:40][CH2:41][CH2:42][CH3:43])[CH2:23][NH:22][CH2:21]1)[CH2:2][CH2:3][CH2:4][CH2:5][CH2:6][CH2:7][CH2:8]/[CH:9]=[CH:10]\[CH2:11]/[CH:12]=[CH:13]\[CH2:14][CH2:15][CH2:16][CH2:17][CH3:18].[C:44]([O:48][C:49]([NH:51][CH2:52][C:53](O)=[O:54])=[O:50])([CH3:47])([CH3:46])[CH3:45].C(N(C(C)C)CC)(C)C.CN(C(ON1N=NC2C=CC=NC1=2)=[N+](C)C)C.F[P-](F)(F)(F)(F)F.